From a dataset of Forward reaction prediction with 1.9M reactions from USPTO patents (1976-2016). Predict the product of the given reaction. (1) Given the reactants [ClH:1].[F:2][C:3]1[CH:11]=[C:10]2[C:6]([C:7]([CH2:12][CH2:13][NH2:14])=[CH:8][NH:9]2)=[CH:5][CH:4]=1.Cl.CS(C)=[O:18], predict the reaction product. The product is: [ClH:1].[NH2:14][CH2:13][CH2:12][CH:7]1[C:6]2[C:10](=[CH:11][C:3]([F:2])=[CH:4][CH:5]=2)[NH:9][C:8]1=[O:18]. (2) Given the reactants [C:1]1([NH2:12])[C:10]2[C:5](=[CH:6][CH:7]=[CH:8][C:9]=2[NH2:11])[CH:4]=[CH:3][CH:2]=1.[CH3:13][C:14](=O)[CH2:15][CH2:16][CH2:17][CH2:18][CH2:19][CH2:20][CH2:21][CH2:22][CH2:23][CH2:24][CH2:25][CH2:26][CH3:27].Cl, predict the reaction product. The product is: [CH3:27][C:26]1([CH2:25][CH2:24][CH2:23][CH2:22][CH2:21][CH2:20][CH2:19][CH2:18][CH2:17][CH2:16][CH2:15][CH2:14][CH3:13])[NH:11][C:9]2[C:10]3[C:5]([CH:6]=[CH:7][CH:8]=2)=[CH:4][CH:3]=[CH:2][C:1]=3[NH:12]1. (3) Given the reactants [NH2:1][CH:2]([C:7]1[CH:12]=[CH:11][CH:10]=[C:9]([N+:13]([O-:15])=[O:14])[CH:8]=1)[C:3]([O:5][CH3:6])=[O:4].C(=O)(O)[O-].[Na+].C(N(CC)CC)C.[C:28](O[C:28]([O:30][C:31]([CH3:34])([CH3:33])[CH3:32])=[O:29])([O:30][C:31]([CH3:34])([CH3:33])[CH3:32])=[O:29].[Cl-].[NH4+], predict the reaction product. The product is: [C:31]([O:30][C:28]([NH:1][CH:2]([C:7]1[CH:12]=[CH:11][CH:10]=[C:9]([N+:13]([O-:15])=[O:14])[CH:8]=1)[C:3]([O:5][CH3:6])=[O:4])=[O:29])([CH3:34])([CH3:33])[CH3:32]. (4) The product is: [Br:1][C:2]1[CH:3]=[C:4]2[C:8](=[CH:9][CH:10]=1)[N:7]([CH3:12])[CH:6]([CH3:11])[CH2:5]2. Given the reactants [Br:1][C:2]1[CH:3]=[C:4]2[C:8](=[CH:9][CH:10]=1)[NH:7][CH:6]([CH3:11])[CH2:5]2.[CH3:12]I.[H-].[Na+].O, predict the reaction product.